From a dataset of Full USPTO retrosynthesis dataset with 1.9M reactions from patents (1976-2016). Predict the reactants needed to synthesize the given product. (1) Given the product [F:49][C:48]([F:51])([F:50])[C:46]([OH:52])=[O:47].[NH2:8][C@@H:9]([CH2:35][C:36]1[CH:41]=[CH:40][C:39]([C:42]([F:43])([F:45])[F:44])=[CH:38][CH:37]=1)[CH2:10][NH:11][C:19]1[S:20][C:21]([C:24]2[CH:25]=[C:26]3[C:31](=[CH:32][CH:33]=2)[CH:30]=[N:29][C:28]([F:34])=[CH:27]3)=[CH:22][N:23]=1, predict the reactants needed to synthesize it. The reactants are: C(OC([NH:8][C@@H:9]([CH2:35][C:36]1[CH:41]=[CH:40][C:39]([C:42]([F:45])([F:44])[F:43])=[CH:38][CH:37]=1)[CH2:10][N:11]([C:19]1[S:20][C:21]([C:24]2[CH:25]=[C:26]3[C:31](=[CH:32][CH:33]=2)[CH:30]=[N:29][C:28]([F:34])=[CH:27]3)=[CH:22][N:23]=1)C(=O)OC(C)(C)C)=O)(C)(C)C.[C:46]([OH:52])([C:48]([F:51])([F:50])[F:49])=[O:47]. (2) Given the product [Cl:13][C:14]1[C:19]([CH:23]([OH:24])[CH:3]([CH3:2])[CH3:4])=[C:18]([Cl:20])[CH:17]=[CH:16][N:15]=1, predict the reactants needed to synthesize it. The reactants are: C([Li])[CH2:2][CH2:3][CH3:4].C(NC(C)C)(C)C.[Cl:13][C:14]1[CH:19]=[C:18]([Cl:20])[CH:17]=[CH:16][N:15]=1.C1C[O:24][CH2:23]C1. (3) Given the product [Cl:8][C:5]1[N:6]=[CH:7][C:2]([C:19]2[C:13]([CH3:12])=[C:14]([CH:16]=[CH:17][CH:18]=2)[NH2:15])=[C:3]2[CH:11]=[CH:10][NH:9][C:4]=12, predict the reactants needed to synthesize it. The reactants are: Br[C:2]1[CH:7]=[N:6][C:5]([Cl:8])=[C:4]2[NH:9][CH:10]=[CH:11][C:3]=12.[CH3:12][C:13]1[C:19](B2OC(C)(C)C(C)(C)O2)=[CH:18][CH:17]=[CH:16][C:14]=1[NH2:15].C(=O)([O-])[O-].[Na+].[Na+]. (4) Given the product [C:19]([N:17]([CH3:18])[CH2:16][C@H:15]([C:27]1[CH:32]=[CH:31][CH:30]=[CH:29][CH:28]=1)[CH2:14][CH2:13][N:10]1[CH2:11][CH2:12][C:7]([C:5]([N:4]([CH3:44])[CH3:3])=[O:6])([N:35]2[CH2:40][CH2:39][CH2:38][CH2:37][CH2:36]2)[CH2:8][CH2:9]1)(=[O:26])[C:20]1[CH:25]=[CH:24][CH:23]=[CH:22][CH:21]=1, predict the reactants needed to synthesize it. The reactants are: Cl.Cl.[CH3:3][NH:4][C:5]([C:7]1([N:35]2[CH2:40][CH2:39][CH2:38][CH2:37][CH2:36]2)[CH2:12][CH2:11][N:10]([CH2:13][CH2:14][CH:15]([C:27]2[CH:32]=[CH:31][C:30](Cl)=[C:29](Cl)[CH:28]=2)[CH2:16][N:17]([C:19](=[O:26])[C:20]2[CH:25]=[CH:24][CH:23]=[CH:22][CH:21]=2)[CH3:18])[CH2:9][CH2:8]1)=[O:6].O.[OH-].[K+].[CH2:44](O)C. (5) Given the product [CH3:8][S:9][S:7][C:4]1[CH:5]=[CH:6][N:1]=[CH:2][CH:3]=1, predict the reactants needed to synthesize it. The reactants are: [N:1]1[CH:6]=[CH:5][C:4]([SH:7])=[CH:3][CH:2]=1.[CH3:8][S:9]S(C)(=O)=O. (6) The reactants are: [N+:1]([C:4]1[CH:9]=[CH:8][C:7]([S:10][C:11]2[N:15]3[CH:16]=[CH:17][CH:18]=[CH:19][C:14]3=[N:13][N:12]=2)=[CH:6][CH:5]=1)([O-])=O.Cl.O.[OH-].[Na+]. Given the product [N:13]1[N:12]=[C:11]([S:10][C:7]2[CH:8]=[CH:9][C:4]([NH2:1])=[CH:5][CH:6]=2)[N:15]2[CH:16]=[CH:17][CH:18]=[CH:19][C:14]=12, predict the reactants needed to synthesize it. (7) Given the product [CH3:1][C:2]([CH3:8])([CH2:5][CH:6]=[CH2:7])[CH2:3][NH:4][C:19](=[O:20])[O:21][CH3:22], predict the reactants needed to synthesize it. The reactants are: [CH3:1][C:2]([CH3:8])([CH2:5][CH:6]=[CH2:7])[CH2:3][NH2:4].C(N(C(C)C)CC)(C)C.Cl[C:19]([O:21][CH3:22])=[O:20].O. (8) Given the product [CH3:1][C:2]1[C:3]([C@H:8]2[CH2:13][CH2:12][CH2:11][C@@H:10]([C:14]3[C:19]([CH3:20])=[CH:18][CH:17]=[CH:16][N:15]=3)[N:9]2[CH2:28][CH2:27][C:22]2[CH:23]=[CH:24][CH:25]=[CH:26][N:21]=2)=[N:4][CH:5]=[CH:6][CH:7]=1, predict the reactants needed to synthesize it. The reactants are: [CH3:1][C:2]1[C:3]([C@H:8]2[CH2:13][CH2:12][CH2:11][C@@H:10]([C:14]3[C:19]([CH3:20])=[CH:18][CH:17]=[CH:16][N:15]=3)[NH:9]2)=[N:4][CH:5]=[CH:6][CH:7]=1.[N:21]1[CH:26]=[CH:25][CH:24]=[CH:23][C:22]=1[CH2:27][CH2:28]OS(C)(=O)=O.C([O-])([O-])=O.[K+].[K+].